Dataset: Forward reaction prediction with 1.9M reactions from USPTO patents (1976-2016). Task: Predict the product of the given reaction. (1) The product is: [CH2:1]([C:3]1[CH:9]=[CH:8][C:6]([NH:7][C:42](=[O:43])[C:41]2[CH:45]=[CH:46][CH:47]=[CH:48][C:40]=2[CH2:39][N:20]2[C:21]3[C:26](=[CH:25][CH:24]=[CH:23][CH:22]=3)[C:27]3([CH2:31][O:30][C:29]4[CH:32]=[C:33]5[C:37](=[CH:38][C:28]3=4)[CH2:36][CH2:35][O:34]5)[C:19]2=[O:18])=[CH:5][CH:4]=1)[CH3:2]. Given the reactants [CH2:1]([C:3]1[CH:9]=[CH:8][C:6]([NH2:7])=[CH:5][CH:4]=1)[CH3:2].C1(CN)CCCCC1.[O:18]=[C:19]1[C:27]2([CH2:31][O:30][C:29]3[CH:32]=[C:33]4[C:37](=[CH:38][C:28]2=3)[CH2:36][CH2:35][O:34]4)[C:26]2[C:21](=[CH:22][CH:23]=[CH:24][CH:25]=2)[N:20]1[CH2:39][C:40]1[CH:48]=[CH:47][CH:46]=[CH:45][C:41]=1[C:42](O)=[O:43].O=C1C2(COC3C=C4C(=CC2=3)CCO4)C2C(=CC=CC=2)N1CC1C=C(C=CC=1)C(O)=O, predict the reaction product. (2) Given the reactants [N:1]1[CH:6]=[CH:5][CH:4]=[CH:3][C:2]=1[CH:7]=O.[CH2:9]([O:11][C:12](=[O:35])[CH2:13][CH2:14][CH2:15][P+](C1C=CC=CC=1)(C1C=CC=CC=1)C1C=CC=CC=1)[CH3:10].C(=O)([O-])[O-].[K+].[K+].C(OCC)(=O)C, predict the reaction product. The product is: [N:1]1[CH:6]=[CH:5][CH:4]=[CH:3][C:2]=1[CH:7]=[CH:15][CH2:14][CH2:13][C:12]([O:11][CH2:9][CH3:10])=[O:35]. (3) Given the reactants [CH2:1]([NH:8][C:9]([CH:11]1[CH2:23][N:21]2[C:22]3[CH:14]([CH:15]([NH:24][C:25](=[O:38])[CH:26]([CH2:34][CH:35]([CH3:37])[CH3:36])[CH:27]([CH2:31][CH2:32][CH3:33])[C:28]([NH2:30])=[O:29])[CH2:16][CH2:17][C:18]=3[CH:19]=[CH:20]2)[C:13](=[O:39])[CH2:12]1)=[O:10])[C:2]1[CH:7]=[CH:6][CH:5]=[CH:4][CH:3]=1.C1(CN)CCCCC1, predict the reaction product. The product is: [CH:2]1([CH2:1][NH:8][C:9]([CH:11]2[CH2:23][N:21]3[C:22]4[CH:14]([CH:15]([NH:24][C:25](=[O:38])[CH:26]([CH2:34][CH:35]([CH3:36])[CH3:37])[CH:27]([CH2:31][CH2:32][CH3:33])[C:28]([NH2:30])=[O:29])[CH2:16][CH2:17][C:18]=4[CH:19]=[CH:20]3)[C:13](=[O:39])[CH2:12]2)=[O:10])[CH2:7][CH2:6][CH2:5][CH2:4][CH2:3]1. (4) Given the reactants [Cl:1][C:2]1[CH:7]=[CH:6][C:5]([CH:8]2[CH2:12][N:11]([C:13]([CH:15]3[CH2:20][CH2:19][NH:18][CH2:17][CH2:16]3)=[O:14])[CH2:10][CH:9]2[N:21]([CH3:36])[C:22](=[O:35])[C:23]2[CH:28]=[CH:27][C:26]([O:29][CH3:30])=[C:25]([C:31]([F:34])([F:33])[F:32])[CH:24]=2)=[CH:4][CH:3]=1.[CH3:37][C:38]([CH3:42])([CH3:41])[CH:39]=O, predict the reaction product. The product is: [Cl:1][C:2]1[CH:3]=[CH:4][C:5]([CH:8]2[CH2:12][N:11]([C:13]([CH:15]3[CH2:20][CH2:19][N:18]([CH2:37][C:38]([CH3:42])([CH3:41])[CH3:39])[CH2:17][CH2:16]3)=[O:14])[CH2:10][CH:9]2[N:21]([CH3:36])[C:22](=[O:35])[C:23]2[CH:28]=[CH:27][C:26]([O:29][CH3:30])=[C:25]([C:31]([F:33])([F:32])[F:34])[CH:24]=2)=[CH:6][CH:7]=1. (5) Given the reactants [CH3:1][C@@H:2]1[CH2:7][CH2:6][CH2:5][C@H:4]([CH3:8])[N:3]1[C:9](=[O:12])[CH2:10]Cl.[Br:13][C:14]1[CH:15]=[C:16]2[C:21](=[CH:22][CH:23]=1)[CH:20]=[C:19]([OH:24])[CH:18]=[CH:17]2.C(=O)([O-])[O-].[K+].[K+], predict the reaction product. The product is: [CH3:1][C@@H:2]1[CH2:7][CH2:6][CH2:5][C@H:4]([CH3:8])[N:3]1[C:9](=[O:12])[CH2:10][O:24][C:19]1[CH:18]=[CH:17][C:16]2[C:21](=[CH:22][CH:23]=[C:14]([Br:13])[CH:15]=2)[CH:20]=1.